This data is from Forward reaction prediction with 1.9M reactions from USPTO patents (1976-2016). The task is: Predict the product of the given reaction. (1) Given the reactants [F:1][C:2]1[CH:3]=[CH:4][C:5]([C:8]2[C:12](/[CH:13]=[CH:14]/[C:15]3[S:16][C:17]([C:20]([OH:22])=O)=[CH:18][N:19]=3)=[C:11]([CH3:23])[O:10][N:9]=2)=[N:6][CH:7]=1.[CH2:24]([NH2:26])[CH3:25], predict the reaction product. The product is: [CH2:24]([NH:26][C:20]([C:17]1[S:16][C:15](/[CH:14]=[CH:13]/[C:12]2[C:8]([C:5]3[CH:4]=[CH:3][C:2]([F:1])=[CH:7][N:6]=3)=[N:9][O:10][C:11]=2[CH3:23])=[N:19][CH:18]=1)=[O:22])[CH3:25]. (2) Given the reactants [C:1]([O:5][C:6](=[O:27])[NH:7][CH2:8][C:9]1[C:14]([C:15]2[CH:20]=[CH:19][C:18]([Cl:21])=[CH:17][C:16]=2[Cl:22])=[CH:13][N:12]2[C:23]([NH2:26])=[CH:24][N:25]=[C:11]2[CH:10]=1)([CH3:4])([CH3:3])[CH3:2].[O:28]1[CH2:33][CH2:32][CH:31]([C:34](O)=[O:35])[CH2:30][CH2:29]1.CCN(C(C)C)C(C)C.CN(C(ON1N=NC2C=CC=NC1=2)=[N+](C)C)C.F[P-](F)(F)(F)(F)F, predict the reaction product. The product is: [C:1]([O:5][C:6](=[O:27])[NH:7][CH2:8][C:9]1[C:14]([C:15]2[CH:20]=[CH:19][C:18]([Cl:21])=[CH:17][C:16]=2[Cl:22])=[CH:13][N:12]2[C:23]([NH:26][C:34]([CH:31]3[CH2:32][CH2:33][O:28][CH2:29][CH2:30]3)=[O:35])=[CH:24][N:25]=[C:11]2[CH:10]=1)([CH3:4])([CH3:2])[CH3:3].